This data is from Catalyst prediction with 721,799 reactions and 888 catalyst types from USPTO. The task is: Predict which catalyst facilitates the given reaction. Reactant: [Cl:1][C:2]1[CH:3]=[N+:4]([O-:22])[CH:5]=[C:6]([Cl:21])[C:7]=1[CH2:8][C@@H:9]([C:11]1[CH:16]=[CH:15][C:14]([O:17][CH3:18])=[C:13]([O:19][CH3:20])[CH:12]=1)[OH:10].[CH:23]([C:25]1[CH:26]=[C:27]([CH:31]=[CH:32][CH:33]=1)[C:28](O)=[O:29])=[O:24].Cl.CN(C)CCCN=C=NCC. Product: [Cl:21][C:6]1[CH:5]=[N+:4]([O-:22])[CH:3]=[C:2]([Cl:1])[C:7]=1[CH2:8][C@H:9]([O:10][C:28](=[O:29])[C:27]1[CH:31]=[CH:32][CH:33]=[C:25]([CH:23]=[O:24])[CH:26]=1)[C:11]1[CH:16]=[CH:15][C:14]([O:17][CH3:18])=[C:13]([O:19][CH3:20])[CH:12]=1. The catalyst class is: 143.